From a dataset of Forward reaction prediction with 1.9M reactions from USPTO patents (1976-2016). Predict the product of the given reaction. Given the reactants [O:1]1[CH2:6][CH2:5][N:4]([C:7]2[CH:8]=[C:9]([OH:13])[CH:10]=[CH:11][CH:12]=2)[CH2:3][CH2:2]1.[CH3:14]OC1C=C(O)C=CC=1.[NH:23]1[C:31]2[C:26](=[CH:27][CH:28]=[CH:29][CH:30]=2)[C:25]2([C:43]3[C:34](=[CH:35][C:36]4[O:41][CH2:40][CH2:39][O:38][C:37]=4[CH:42]=3)[O:33][CH2:32]2)[C:24]1=[O:44], predict the reaction product. The product is: [CH3:14][N:23]1[C:31]2[C:26](=[C:27]([O:13][C:9]3[CH:10]=[CH:11][CH:12]=[C:7]([N:4]4[CH2:3][CH2:2][O:1][CH2:6][CH2:5]4)[CH:8]=3)[CH:28]=[CH:29][CH:30]=2)[C:25]2([C:43]3[C:34](=[CH:35][C:36]4[O:41][CH2:40][CH2:39][O:38][C:37]=4[CH:42]=3)[O:33][CH2:32]2)[C:24]1=[O:44].